Dataset: Full USPTO retrosynthesis dataset with 1.9M reactions from patents (1976-2016). Task: Predict the reactants needed to synthesize the given product. (1) The reactants are: [Li]CCCC.[F:6][C:7]1[CH:12]=[CH:11][CH:10]=[CH:9][C:8]=1[F:13].[CH3:14][Si:15](Cl)([CH3:17])[CH3:16].C(OC)(C)(C)C. Given the product [F:6][C:7]1[CH:12]=[CH:11][CH:10]=[C:9]([Si:15]([CH3:17])([CH3:16])[CH3:14])[C:8]=1[F:13], predict the reactants needed to synthesize it. (2) Given the product [F:10][C:8]1[CH:9]=[C:4]([CH2:3][OH:2])[CH:5]=[C:6]([F:14])[C:7]=1[N+:11]([O-:13])=[O:12], predict the reactants needed to synthesize it. The reactants are: C[O:2][C:3](=O)[C:4]1[CH:9]=[C:8]([F:10])[C:7]([N+:11]([O-:13])=[O:12])=[C:6]([F:14])[CH:5]=1.CC(C[AlH]CC(C)C)C.CCCCCC.C(C(C(C([O-])=O)O)O)([O-])=O.[K+].[K+]. (3) Given the product [ClH:31].[CH3:1][O:2][C:3](=[O:30])[CH2:4][CH2:5][C:6]1[CH:10]=[C:9]([C:11]2[CH:12]=[N:13][CH:14]=[C:15]([O:17][CH2:18][C@@H:19]3[CH2:22][CH2:21][NH:20]3)[CH:16]=2)[O:8][N:7]=1, predict the reactants needed to synthesize it. The reactants are: [CH3:1][O:2][C:3](=[O:30])[CH2:4][CH2:5][C:6]1[CH:10]=[C:9]([C:11]2[CH:12]=[N:13][CH:14]=[C:15]([O:17][CH2:18][C@@H:19]3[CH2:22][CH2:21][N:20]3C(OC(C)(C)C)=O)[CH:16]=2)[O:8][N:7]=1.[ClH:31]. (4) The reactants are: [Cl:1][C:2]1[CH:7]=[C:6]([C:8]2[CH:13]=[N:12][CH:11]=[C:10]([CH3:14])[N:9]=2)[CH:5]=[CH:4][C:3]=1[C:15]1[C:26](=[O:27])[N:25]([CH2:28][CH2:29][O:30][CH:31]2[CH2:34][N:33]([C:35]([O:37][C:38]([CH3:41])([CH3:40])[CH3:39])=[O:36])[CH2:32]2)[C:18]2[N:19]=[C:20]([S:23][CH3:24])[N:21]=[CH:22][C:17]=2[CH:16]=1.C1C=C(Cl)C=C(C(OO)=[O:50])C=1. Given the product [Cl:1][C:2]1[CH:7]=[C:6]([C:8]2[CH:13]=[N:12][CH:11]=[C:10]([CH3:14])[N:9]=2)[CH:5]=[CH:4][C:3]=1[C:15]1[C:26](=[O:27])[N:25]([CH2:28][CH2:29][O:30][CH:31]2[CH2:32][N:33]([C:35]([O:37][C:38]([CH3:41])([CH3:40])[CH3:39])=[O:36])[CH2:34]2)[C:18]2[N:19]=[C:20]([S:23]([CH3:24])=[O:50])[N:21]=[CH:22][C:17]=2[CH:16]=1, predict the reactants needed to synthesize it. (5) Given the product [C:53]([CH2:45][N:26]1[CH2:25][CH2:24][O:23][C:22]2[N:27]=[C:18]([C:15]3[CH:14]=[CH:13][C:12]([C:8]4([NH:7][C:6](=[O:34])[O:5][CH2:1][CH2:4][CH2:42][CH3:43])[CH2:11][CH2:10][CH2:9]4)=[CH:17][CH:16]=3)[C:19]([C:28]3[CH:33]=[CH:32][CH:31]=[CH:30][CH:29]=3)=[CH:20][C:21]1=2)#[N:51], predict the reactants needed to synthesize it. The reactants are: [C:1]([O:5][C:6](=[O:34])[NH:7][C:8]1([C:12]2[CH:17]=[CH:16][C:15]([C:18]3[C:19]([C:28]4[CH:33]=[CH:32][CH:31]=[CH:30][CH:29]=4)=[CH:20][C:21]4[NH:26][CH2:25][CH2:24][O:23][C:22]=4[N:27]=3)=[CH:14][CH:13]=2)[CH2:11][CH2:10][CH2:9]1)([CH3:4])(C)C.C(=O)([O-])[O-].[K+].[K+].Br[CH2:42][C:43]#N.[C:45]([O-])(O)=O.[Na+].C[N:51]([CH:53]=O)C. (6) Given the product [Cl:22][C:20]1[CH:21]=[C:16]([C:13]2[CH:12]=[CH:11][C:10]([S:7]([C:1]3[CH:6]=[CH:5][CH:4]=[CH:3][CH:2]=3)(=[O:9])=[O:8])=[CH:15][CH:14]=2)[C:17]([OH:23])=[CH:18][CH:19]=1, predict the reactants needed to synthesize it. The reactants are: [C:1]1([S:7]([C:10]2[CH:15]=[CH:14][C:13]([C:16]3[CH:21]=[C:20]([Cl:22])[CH:19]=[CH:18][C:17]=3[O:23]CC3C=CC=CC=3)=[CH:12][CH:11]=2)(=[O:9])=[O:8])[CH:6]=[CH:5][CH:4]=[CH:3][CH:2]=1.B(Br)(Br)Br. (7) Given the product [Br:16][CH:17]([CH3:21])[C:18]([NH:7][C:5]([CH3:8])([CH3:6])[CH2:4][O:3][CH3:2])=[O:19], predict the reactants needed to synthesize it. The reactants are: Cl.[CH3:2][O:3][CH2:4][C:5]([CH3:8])([NH2:7])[CH3:6].C(N(CC)CC)C.[Br:16][CH:17]([CH3:21])[C:18](Br)=[O:19]. (8) Given the product [CH3:1][O:2][C:3]1[CH:4]=[C:5]2[C:10](=[CH:11][C:12]=1[O:13][S:34]([C:37]([F:40])([F:39])[F:38])(=[O:35])=[O:33])[N:9]=[CH:8][CH:7]=[C:6]2[O:14][C:15]1[CH:16]=[CH:17][C:18]([N+:21]([O-:23])=[O:22])=[CH:19][CH:20]=1, predict the reactants needed to synthesize it. The reactants are: [CH3:1][O:2][C:3]1[CH:4]=[C:5]2[C:10](=[CH:11][C:12]=1[OH:13])[N:9]=[CH:8][CH:7]=[C:6]2[O:14][C:15]1[CH:20]=[CH:19][C:18]([N+:21]([O-:23])=[O:22])=[CH:17][CH:16]=1.[N+](C1C=CC([O:33][S:34]([C:37]([F:40])([F:39])[F:38])(=O)=[O:35])=CC=1)([O-])=O.C(=O)([O-])[O-].[K+].[K+].